This data is from Forward reaction prediction with 1.9M reactions from USPTO patents (1976-2016). The task is: Predict the product of the given reaction. (1) Given the reactants [CH3:1][S:2](Cl)(=O)=O.[CH:6]1([CH2:9][C:10]2([C:16]#[N:17])[CH2:13][CH:12]([CH2:14]O)[CH2:11]2)[CH2:8][CH2:7]1.N1C=CC=[CH:20][CH:19]=1, predict the reaction product. The product is: [CH:6]1([CH2:9][C:10]2([C:16]#[N:17])[CH2:13][CH:12]([CH2:14][S:2][CH2:1][CH2:19][CH3:20])[CH2:11]2)[CH2:8][CH2:7]1. (2) Given the reactants [CH3:1][CH:2]([CH3:4])[O-:3].[Na+].[Br:6][C:7]1[C:8](Cl)=[N:9][C:10](Cl)=[N:11][CH:12]=1, predict the reaction product. The product is: [Br:6][C:7]1[C:8]([O:3][CH:2]([CH3:4])[CH3:1])=[N:9][C:10]([O:3][CH:2]([CH3:4])[CH3:1])=[N:11][CH:12]=1. (3) Given the reactants [Br-].[NH2:2][C:3]1[CH:12]=[CH:11][CH:10]=[C:9]2[C:4]=1[CH:5]=[CH:6][N+:7]([CH2:13][CH:14]1[CH2:16][CH2:15]1)=[CH:8]2.[BH4-].[Na+], predict the reaction product. The product is: [CH:14]1([CH2:13][N:7]2[CH2:6][CH2:5][C:4]3[C:9](=[CH:10][CH:11]=[CH:12][C:3]=3[NH2:2])[CH2:8]2)[CH2:15][CH2:16]1. (4) Given the reactants [N:1]1([C:6]2[CH:25]=[CH:24][C:9]([CH2:10][C:11]3C(O)=[N:13][C:14]4[C:19]([C:20]=3O)=[CH:18][C:17]([I:22])=[CH:16][CH:15]=4)=[CH:8][CH:7]=2)[CH:5]=[CH:4][N:3]=[CH:2]1.P(Cl)(Cl)([Cl:28])=O.Cl[CH2:32][Cl:33].C(=O)(O)[O-].[Na+], predict the reaction product. The product is: [N:1]1([C:6]2[CH:25]=[CH:24][C:9]([CH2:10][C:11]3[C:32]([Cl:33])=[N:13][C:14]4[C:19]([C:20]=3[Cl:28])=[CH:18][C:17]([I:22])=[CH:16][CH:15]=4)=[CH:8][CH:7]=2)[CH:5]=[CH:4][N:3]=[CH:2]1. (5) Given the reactants [C:1]([O:5][C:6]([N:8]1[CH2:13][CH2:12][N:11]([C:14]2[CH:19]=[CH:18][C:17](Br)=[CH:16][CH:15]=2)[CH2:10][CH2:9]1)=[O:7])([CH3:4])([CH3:3])[CH3:2].C([O-])([O-])=O.[Na+].[Na+].[F:27][C:28]1[CH:33]=[CH:32][C:31](B(O)O)=[CH:30][CH:29]=1, predict the reaction product. The product is: [C:1]([O:5][C:6]([N:8]1[CH2:13][CH2:12][N:11]([C:14]2[CH:19]=[CH:18][C:17]([C:31]3[CH:32]=[CH:33][C:28]([F:27])=[CH:29][CH:30]=3)=[CH:16][CH:15]=2)[CH2:10][CH2:9]1)=[O:7])([CH3:4])([CH3:3])[CH3:2].